This data is from Reaction yield outcomes from USPTO patents with 853,638 reactions. The task is: Predict the reaction yield, written as a fraction of the theoretical maximum amount of product (1.0 means a 100% yield; for example, 0.34 means a 34% yield). The reactants are [OH:1][C:2]1[CH:6]=[C:5]([C:7]([O:9][CH3:10])=[O:8])[N:4]([CH3:11])[N:3]=1.[Na+].Cl[C:14]([F:19])([F:18])C([O-])=O.C(=O)([O-])[O-].[K+].[K+].O. The catalyst is CN(C)C=O. The product is [CH3:10][O:9][C:7]([C:5]1[N:4]([CH3:11])[N:3]=[C:2]([O:1][CH:14]([F:19])[F:18])[CH:6]=1)=[O:8]. The yield is 0.400.